From a dataset of Full USPTO retrosynthesis dataset with 1.9M reactions from patents (1976-2016). Predict the reactants needed to synthesize the given product. (1) Given the product [CH2:1]([O:3][CH2:4][C@@H:5]1[CH2:9][O:8][C:7](=[O:10])[N:6]1[C:11]1[CH:16]=[CH:15][C:14]([C:17]([N:19]2[CH2:24][CH2:23][N:22]([C:29]3[C:30]([Cl:34])=[CH:31][C:32]([Cl:33])=[C:27]([Cl:26])[N:28]=3)[CH2:21][CH2:20]2)=[O:18])=[C:13]([F:25])[CH:12]=1)[CH3:2], predict the reactants needed to synthesize it. The reactants are: [CH2:1]([O:3][CH2:4][C@@H:5]1[CH2:9][O:8][C:7](=[O:10])[N:6]1[C:11]1[CH:16]=[CH:15][C:14]([C:17]([N:19]2[CH2:24][CH2:23][NH:22][CH2:21][CH2:20]2)=[O:18])=[C:13]([F:25])[CH:12]=1)[CH3:2].[Cl:26][C:27]1[C:32]([Cl:33])=[CH:31][C:30]([Cl:34])=[C:29](Cl)[N:28]=1. (2) Given the product [CH3:15][C:16]1[CH:17]=[C:18]([NH:19][C:9](=[O:11])[C:8]2[CH:7]=[C:6]([CH:5]=[CH:4][C:3]=2[O:2][CH3:1])[C:12]([NH2:14])=[O:13])[CH:20]=[CH:21][C:22]=1[CH3:23], predict the reactants needed to synthesize it. The reactants are: [CH3:1][O:2][C:3]1[C:8]([C:9]([OH:11])=O)=[CH:7][C:6]([C:12]([NH2:14])=[O:13])=[CH:5][CH:4]=1.[CH3:15][C:16]1[CH:17]=[C:18]([CH:20]=[CH:21][C:22]=1[CH3:23])[NH2:19]. (3) Given the product [CH:14]([C:11]1[CH:12]=[CH:13][C:8]2[N:7]=[C:20]([C:22]3[CH:27]=[CH:26][CH:25]=[C:24]([N:28]4[CH:32]=[CH:31][N:30]=[C:29]4[CH3:33])[CH:23]=3)[CH2:19][C:18](=[O:34])[NH:17][C:9]=2[CH:10]=1)([CH3:16])[CH3:15], predict the reactants needed to synthesize it. The reactants are: C(OC(=O)[NH:7][C:8]1[CH:13]=[CH:12][C:11]([CH:14]([CH3:16])[CH3:15])=[CH:10][C:9]=1[NH:17][C:18](=[O:34])[CH2:19][C:20]([C:22]1[CH:27]=[CH:26][CH:25]=[C:24]([N:28]2[CH:32]=[CH:31][N:30]=[C:29]2[CH3:33])[CH:23]=1)=O)(C)(C)C.C(O)(C(F)(F)F)=O. (4) Given the product [Cl:54][C:55]1[CH:56]=[C:57]([O:63][C:64](=[O:71])[C:65]2[CH:70]=[CH:69][CH:68]=[CH:67][CH:66]=2)[CH:58]=[C:59]([Cl:62])[C:60]=1[O:51][CH2:50][CH2:49][CH2:48][O:47][C:46]1[CH:52]=[CH:53][C:43]([N:42]2[C:38]([S:37][CH:34]([CH3:36])[CH3:35])=[N:39][N:40]=[N:41]2)=[CH:44][CH:45]=1, predict the reactants needed to synthesize it. The reactants are: C(OC(N=NC(OC(C)C)=O)=O)(C)C.C1(P(C2C=CC=CC=2)C2C=CC=CC=2)C=CC=CC=1.[CH:34]([S:37][C:38]1[N:42]([C:43]2[CH:53]=[CH:52][C:46]([O:47][CH2:48][CH2:49][CH2:50][OH:51])=[CH:45][CH:44]=2)[N:41]=[N:40][N:39]=1)([CH3:36])[CH3:35].[Cl:54][C:55]1[CH:56]=[C:57]([O:63][C:64](=[O:71])[C:65]2[CH:70]=[CH:69][CH:68]=[CH:67][CH:66]=2)[CH:58]=[C:59]([Cl:62])[C:60]=1O. (5) Given the product [F:1][C:2]1[CH:7]=[CH:6][CH:5]=[C:4]([C:8]2[CH:13]=[CH:12][C:11]([CH2:14][NH:15][C:16]([C@@H:18]3[CH2:20][C@H:19]3[CH:21]=[O:22])=[O:17])=[C:10]([F:23])[CH:9]=2)[C:3]=1[C:24]([O:26][CH3:27])=[O:25], predict the reactants needed to synthesize it. The reactants are: [F:1][C:2]1[CH:7]=[CH:6][CH:5]=[C:4]([C:8]2[CH:13]=[CH:12][C:11]([CH2:14][NH:15][C:16]([C@@H:18]3[CH2:20][C@H:19]3[CH2:21][OH:22])=[O:17])=[C:10]([F:23])[CH:9]=2)[C:3]=1[C:24]([O:26][CH3:27])=[O:25].C[N+]1([O-])CCOCC1. (6) Given the product [F:16][C:13]1[CH:14]=[CH:15][C:10]([C:9]([NH:8][CH2:7][C@H:2]2[N:3]([C:24]([C:22]3[N:23]=[C:19]([CH3:18])[S:20][C:21]=3[C:27]3[CH:32]=[CH:31][C:30]([CH3:33])=[CH:29][CH:28]=3)=[O:25])[CH2:4][C@@H:5]3[C@H:1]2[CH2:6]3)=[O:17])=[CH:11][CH:12]=1, predict the reactants needed to synthesize it. The reactants are: [C@@H:1]12[CH2:6][C@@H:5]1[CH2:4][NH:3][C@@H:2]2[CH2:7][NH:8][C:9](=[O:17])[C:10]1[CH:15]=[CH:14][C:13]([F:16])=[CH:12][CH:11]=1.[CH3:18][C:19]1[S:20][C:21]([C:27]2[CH:32]=[CH:31][C:30]([CH3:33])=[CH:29][CH:28]=2)=[C:22]([C:24](O)=[O:25])[N:23]=1. (7) Given the product [C:1]([O:5][C:6]([NH:8][C@@H:9]1[C@H:14]([NH:15][C:16]2[N:21]=[C:20]([C:40]3[S:39][N:38]=[C:37]([CH:36]([F:55])[F:35])[CH:41]=3)[C:19]3[C:23](=[O:33])[N:24]([C:26]([O:28][C:29]([CH3:32])([CH3:31])[CH3:30])=[O:27])[CH2:25][C:18]=3[C:17]=2[F:34])[CH2:13][CH2:12][O:11][CH2:10]1)=[O:7])([CH3:4])([CH3:3])[CH3:2], predict the reactants needed to synthesize it. The reactants are: [C:1]([O:5][C:6]([NH:8][C@@H:9]1[C@H:14]([NH:15][C:16]2[N:21]=[C:20](Cl)[C:19]3[C:23](=[O:33])[N:24]([C:26]([O:28][C:29]([CH3:32])([CH3:31])[CH3:30])=[O:27])[CH2:25][C:18]=3[C:17]=2[F:34])[CH2:13][CH2:12][O:11][CH2:10]1)=[O:7])([CH3:4])([CH3:3])[CH3:2].[F:35][CH:36]([F:55])[C:37]1[CH:41]=[C:40]([Sn](CCCC)(CCCC)CCCC)[S:39][N:38]=1.O.